Dataset: Experimentally validated miRNA-target interactions with 360,000+ pairs, plus equal number of negative samples. Task: Binary Classification. Given a miRNA mature sequence and a target amino acid sequence, predict their likelihood of interaction. (1) The protein sequence of the target gene is MTAPCSQPAQLPGRRQLGLVPFPPPPPRTPLLWLLLLLLAAVAPARGWESGDLELFDLVEEVQLNFYQFLGVQQDASSADIRKAYRKLSLTLHPDKNKDENAETQFRQLVAIYEVLKDDERRQRYDDILINGLPDWRQPVFYYRRVRKMSNAELALLLFIILTVGHYAVVWSIYLEKQLDELLSRKKREKKKKTGSKSVDVSKLGASEKNERLLMKPQWHDLLPCKLGIWFCLTLKALPHLIQDAGQFYAKYKETRLKEKEDALTRTELETLQKQKKVKKPKPEFPVYTPLETTYIQSYD.... The miRNA is hsa-miR-4735-3p with sequence AAAGGUGCUCAAAUUAGACAU. Result: 0 (no interaction). (2) The miRNA is hsa-miR-216a-3p with sequence UCACAGUGGUCUCUGGGAUUAU. The protein sequence of the target gene is MRNLKLFRTLEFRDIQGPGNPQCFSLRTEQGTVLIGSEHGLIEVDPVSREVKNEVSLVAEGFLPEDGSGRIVGVQDLLDQESVCVATASGDVILCSLSTQQLECVGSVASGISVMSWSPDQELVLLATGQQTLIMMTKDFEPILEQQIHQDDFGESKFITVGWGRKETQFHGSEGRQAAFQMQMHESALPWDDHRPQVTWRGDGQFFAVSVVCPETGARKVRVWNREFALQSTSEPVAGLGPALAWKPSGSLIASTQDKPNQQDIVFFEKNGLLHGHFTLPFLKDEVKVNDLLWNADSSV.... Result: 0 (no interaction). (3) The miRNA is hsa-miR-7111-3p with sequence AUCCUCUCUUCCCUCCUCCCAG. The protein sequence of the target gene is MKSPRRTTLCLMFIVIYSSKAALNWNYESTIHPLSLHEHEPAGEEALRQKRAVATKSPTAEEYTVNIEISFENASFLDPIKAYLNSLSFPIHGNNTDQITDILSINVTTVCRPAGNEIWCSCETGYGWPRERCLHNLICQERDVFLPGHHCSCLKELPPNGPFCLLQEDVTLNMRVRLNVGFQEDLMNTSSALYRSYKTDLETAFRKGYGILPGFKGVTVTGFKSGSVVVTYEVKTTPPSLELIHKANEQVVQSLNQTYKMDYNSFQAVTINESNFFVTPEIIFEGDTVSLVCEKEVLSS.... Result: 0 (no interaction). (4) The miRNA is hsa-miR-489-5p with sequence GGUCGUAUGUGUGACGCCAUUU. The protein sequence of the target gene is MADSSSSSFFPDFGLLLYLEELNKEELNTFKLFLKETMEPEHGLTPWNEVKKARREDLANLMKKYYPGEKAWSVSLKIFGKMNLKDLCERAKEEINWSAQTIGPDDAKAGETQEDQEAVLGDGTEYRNRIKEKFCITWDKKSLAGKPEDFHHGIAEKDRKLLEHLFDVDVKTGAQPQIVVLQGAAGVGKTTLVRKAMLDWAEGSLYQQRFKYVFYLNGREINQLKERSFAQLISKDWPSTEGPIEEIMYQPSSLLFIIDSFDELNFAFEEPEFALCEDWTQEHPVSFLMSSLLRKVMLPE.... Result: 0 (no interaction). (5) The miRNA is hsa-miR-3976 with sequence UAUAGAGAGCAGGAAGAUUAAUGU. The protein sequence of the target gene is MHDAFEPVPILEKLPLQIDCLAAWEEWLLVGTKQGHLLLYRIRKDVVPADVASPESGSCNRFEVTLEKSNKNFSKKIQQIHVVSQFKILVSLLENNIYVHDLLTFQQITTVSKAKGASLFTCDLQHTETGEEVLRMCVAVRKKLQLYFWKDREFHELQGDFSVPDVPKSMAWCENSICVGFKRDYYLIRVDGKGSIKELFPTGKQLEPLVAPLADGKVAVGQDDLTVVLNEEGICTQKCALNWTDIPVAMEHQPPYIVAVLPRYVEIRTLEPRLLVQSIELQRPRFITSGGSNIIYVASN.... Result: 0 (no interaction). (6) The miRNA is mmu-miR-3085-3p with sequence UCUGGCUGCUAUGGCCCCCUC. The protein sequence of the target gene is MVNSRRVQPQPPGDAGRSPAPRASGPGRLVAGGAGLAVPGGLGEQRGLEIEMERIRQAAARDPPAGASASPSPPLSSCSRQAWSRDNPGFEAEEDDDDDEVEGEEGGMVVEMDVEWRPGSRRSASSSAVSSVGARGRGLGSYRGAAHLSGRRRRLEDQGAQCPSPAGGGDPLHRHLPLEGQPPRVAWAERLVRGLRGLWGTRLMEESNANREKYLKSVLRELVTYLFFLVVLCILTYGMMSSNVYYYTRTLSQLFIDTPVSKTEKTNFKTLSSMEDFWKFTEGSFLDGLYWKAQTSNHTQ.... Result: 1 (interaction). (7) The miRNA is hsa-miR-513b-3p with sequence AAAUGUCACCUUUUUGAGAGGA. The protein sequence of the target gene is MEPQPGGARSCRRGAPGGACELNTATESAAPMSLAIHSTTGTRYDLSVPHDETVEGLRKRLSQRLKVPKERLALLHKDTRLSSGKLQEFGVGDGSKLTLVPTVEAGLMSQASRPEQSVMQALESLTETQVSDFLSGRSPLTLALRVGDHMMFVQLQLAAQHAPLQHRHVLAAAAAAAAAARGDSSVATPVSSPCRPVSSAARVPPVSSSPSSPVSPSPVTAGSFRSHAASTTCPEQMDCSPPASSSSTSTPGSSPTPRSRKPGAVIESFVNHAPGVFSGTFSGTLHPNCQDSSGRPRRDI.... Result: 0 (no interaction). (8) The miRNA is hsa-miR-96-3p with sequence AAUCAUGUGCAGUGCCAAUAUG. The protein sequence of the target gene is MAGEITETGELYSSYVGLVYMFNLIVGTGALTMPKAFATAGWLVSLVLLVFLGFMSFVTTTFVIEAMAAANAQLHWKRMENLKEEEDDDSSTASDSDVLIRDNYERAEKRPILSVQRRGSPNPFEITDRVEMGQMASMFFNKVGVNLFYFCIIVYLYGDLAIYAAAVPFSLMQVTCSATGNDSCGVEADTKYNDTDRCWGPLRRVDAYRIYLAIFTLLLGPFTFFDVQKTKYLQILTSLMRWIAFAVMIVLALIRIGHGQGEGHPPLADFSGVRNLFGVCVYSFMCQHSLPSLITPVSSK.... Result: 0 (no interaction). (9) The miRNA is hsa-miR-6823-5p with sequence UCAGGGUUGGUAGGGGUUGCU. Result: 1 (interaction). The protein sequence of the target gene is MEEVPGDALCEHFEANILTQNRCQNCFHPEEAHGARYQELRSPSGAEVPYCDLPRCPPAPEDPLSASTSGCQSVVDPGLRPGPKRGPSPSAGLPEEGPTAAPRSRSRELEAVPYLEGLTTSLCGSCNEDPGSDPTSSPDSATPDDTSNSSSVDWDTVERQEEEAPSWDELAVMIPRRPREGPRADSSQRAPSLLTRSPVGGDAAGQKKEDTGGGGRSAGQHWARLRGESGLSLERHRSTLTQASSMTPHSGPRSTTSQASPAQRDTAQAASTREIPRASSPHRITQRDTSRASSTQQEIS.... (10) The protein sequence of the target gene is MAASISGYTFSAVCFHSANSNADHEGFLLGEVRQEETFSISDSQISNTEFLQVIEIHNHQPCSQLFSFYDYASKVNEESLDRILKDRRKKVIGWYRFRRNTQQQMSYREQVIHKQLTRILGVPDLVFLLFSFISTANNSTHALEYVLFRPNRRYNQRISLAIPNLGNTSQQEYKVSSVPNTSQSYAKVIKEHGTDFFDKDGVMKDIRAIYQVYNALQEKVQAVCADVEKSERVVESCQAEVNKLRRQITQKKNEKEQERRLQQALLSRQMPSESLEPAFSPRMSYSGFSAEGRSTLAETE.... Result: 0 (no interaction). The miRNA is hsa-miR-3181 with sequence AUCGGGCCCUCGGCGCCGG.